This data is from Forward reaction prediction with 1.9M reactions from USPTO patents (1976-2016). The task is: Predict the product of the given reaction. (1) Given the reactants [C:1]([O:5][C:6]([N:8]1[CH2:13][CH2:12][N:11]([C:14]2[CH:19]=[CH:18][CH:17]=[CH:16][C:15]=2[CH2:20][OH:21])[CH2:10][CH2:9]1)=[O:7])([CH3:4])([CH3:3])[CH3:2].[CH3:22]I.[H-].[Na+], predict the reaction product. The product is: [C:1]([O:5][C:6]([N:8]1[CH2:9][CH2:10][N:11]([C:14]2[CH:19]=[CH:18][CH:17]=[CH:16][C:15]=2[CH2:20][O:21][CH3:22])[CH2:12][CH2:13]1)=[O:7])([CH3:4])([CH3:2])[CH3:3]. (2) The product is: [Br:1][C:2]1[C:3]([F:12])=[C:4]2[C:10]([NH:11][C:16](=[O:17])[C@H:15]([O:14][CH3:13])[CH3:19])=[CH:9][NH:8][C:5]2=[N:6][CH:7]=1. Given the reactants [Br:1][C:2]1[C:3]([F:12])=[C:4]2[C:10]([NH2:11])=[CH:9][NH:8][C:5]2=[N:6][CH:7]=1.[CH3:13][O:14][C@H:15]([CH3:19])[C:16](O)=[O:17].C1N(P(Cl)(N2C(=O)OCC2)=O)C(=O)OC1.C(N(CC)CC)C.[Li+].[OH-], predict the reaction product. (3) Given the reactants [CH3:1][C:2]1[CH:10]=[C:9]2[C:5]([C:6]([C:11]3[N:12]=[C:13]4[C:19]([C:20](O)=[O:21])=[CH:18][NH:17][C:14]4=[N:15][CH:16]=3)=[N:7][NH:8]2)=[CH:4][CH:3]=1.CCN=C=NCCCN(C)C.CCN(C(C)C)C(C)C.[Si:43]([O:50][CH2:51][C:52]([CH3:55])([NH2:54])[CH3:53])([C:46]([CH3:49])([CH3:48])[CH3:47])([CH3:45])[CH3:44], predict the reaction product. The product is: [Si:43]([O:50][CH2:51][C:52]([NH:54][C:20]([C:19]1[C:13]2[C:14](=[N:15][CH:16]=[C:11]([C:6]3[C:5]4[C:9](=[CH:10][C:2]([CH3:1])=[CH:3][CH:4]=4)[NH:8][N:7]=3)[N:12]=2)[NH:17][CH:18]=1)=[O:21])([CH3:55])[CH3:53])([C:46]([CH3:49])([CH3:48])[CH3:47])([CH3:45])[CH3:44]. (4) Given the reactants [CH3:1][O-:2].[Na+].[Cl:4][C:5]1[C:14]([CH2:15][C:16](Cl)(Cl)Cl)=[C:13]2[C:8]([N:9]=[CH:10][C:11]([CH3:20])=[N:12]2)=[CH:7][CH:6]=1.S(=O)(=O)(O)[OH:22], predict the reaction product. The product is: [CH3:1][O:2][C:16](=[O:22])[CH2:15][C:14]1[C:5]([Cl:4])=[CH:6][CH:7]=[C:8]2[C:13]=1[N:12]=[C:11]([CH3:20])[CH:10]=[N:9]2. (5) Given the reactants Br[C:2]1[CH:11]=[CH:10][CH:9]=[C:8]2[C:3]=1[CH:4]=[CH:5][N:6]=[CH:7]2.C[Sn](C)(C)[C:14]1[CH:19]=[CH:18][CH:17]=[CH:16][N:15]=1.[BH4-].[Na+], predict the reaction product. The product is: [N:15]1[CH:16]=[CH:17][CH:18]=[CH:19][C:14]=1[C:2]1[CH:11]=[CH:10][CH:9]=[C:8]2[C:3]=1[CH2:4][CH2:5][NH:6][CH2:7]2. (6) Given the reactants [NH:1]1[CH:5]=[CH:4][CH:3]=[N:2]1.C(=O)([O-])[O-].[K+].[K+].[CH2:12]([O:19][CH2:20]Cl)[C:13]1[CH:18]=[CH:17][CH:16]=[CH:15][CH:14]=1.O, predict the reaction product. The product is: [CH2:12]([O:19][CH2:20][N:1]1[CH:5]=[CH:4][CH:3]=[N:2]1)[C:13]1[CH:18]=[CH:17][CH:16]=[CH:15][CH:14]=1. (7) The product is: [CH:1]1([C:7]2[S:21][C:10]3[N:11]=[C:12]([CH3:20])[N:13]=[C:14]([CH2:15][OH:16])[C:9]=3[CH:8]=2)[CH2:2][CH2:3][CH2:4][CH2:5][CH2:6]1. Given the reactants [CH:1]1([C:7]2[S:21][C:10]3[N:11]=[C:12]([CH3:20])[N:13]=[C:14]([C:15](OCC)=[O:16])[C:9]=3[CH:8]=2)[CH2:6][CH2:5][CH2:4][CH2:3][CH2:2]1.[Cl-].[Ca+2].[Cl-].[BH4-].[Na+].Cl, predict the reaction product.